From a dataset of Reaction yield outcomes from USPTO patents with 853,638 reactions. Predict the reaction yield, written as a fraction of the theoretical maximum amount of product (1.0 means a 100% yield; for example, 0.34 means a 34% yield). (1) The reactants are C([NH:5][S:6]([C:9]1[CH:14]=[CH:13][CH:12]=[C:11]([C:15]2[N:20]=[C:19]([C:21]3[CH:26]=[C:25]([C:27]4[CH:32]=[CH:31][C:30]([O:33][C:34]([F:37])([F:36])[F:35])=[CH:29][CH:28]=4)[CH:24]=[C:23]([CH3:38])[N:22]=3)[CH:18]=[CH:17][CH:16]=2)[CH:10]=1)(=[O:8])=[O:7])(C)(C)C.C(O)(C(F)(F)F)=O. No catalyst specified. The product is [CH3:38][C:23]1[N:22]=[C:21]([C:19]2[CH:18]=[CH:17][CH:16]=[C:15]([C:11]3[CH:10]=[C:9]([S:6]([NH2:5])(=[O:7])=[O:8])[CH:14]=[CH:13][CH:12]=3)[N:20]=2)[CH:26]=[C:25]([C:27]2[CH:32]=[CH:31][C:30]([O:33][C:34]([F:37])([F:35])[F:36])=[CH:29][CH:28]=2)[CH:24]=1. The yield is 0.760. (2) The reactants are I[C:2]1[CH:7]=[CH:6][N:5]=[C:4]([N:8]2[C:16]3[CH2:15][CH2:14][CH2:13][CH2:12][C:11]=3[C:10]([C:17]([NH2:19])=[O:18])=[N:9]2)[CH:3]=1.[CH3:20][C:21]1[O:25][N:24]=[C:23]([C@:26]([OH:30])([C:28]#[CH:29])[CH3:27])[CH:22]=1. No catalyst specified. The product is [OH:30][C@:26]([C:23]1[CH:22]=[C:21]([CH3:20])[O:25][N:24]=1)([CH3:27])[C:28]#[C:29][C:2]1[CH:7]=[CH:6][N:5]=[C:4]([N:8]2[C:16]3[CH2:15][CH2:14][CH2:13][CH2:12][C:11]=3[C:10]([C:17]([NH2:19])=[O:18])=[N:9]2)[CH:3]=1. The yield is 0.670. (3) The reactants are [F:1][C:2]1[C:11]2[CH2:10][N:9]([C@H:12]([CH:16]([CH3:18])[CH3:17])[C:13]([OH:15])=O)[C:8](=[O:19])[C:7]3=[CH:20][NH:21][C:5]([C:6]=23)=[N:4][CH:3]=1.C1C=C2N=NN(O)C2=CC=1.O.CCN=C=NCCCN(C)C.Cl.[CH3:45][NH:46][CH2:47][C:48]#[N:49].CN1CCOCC1. The catalyst is CN(C=O)C. The product is [C:48]([CH2:47][N:46]([CH3:45])[C:13](=[O:15])[C@H:12]([N:9]1[C:8](=[O:19])[C:7]2=[CH:20][NH:21][C:5]3[C:6]2=[C:11]([C:2]([F:1])=[CH:3][N:4]=3)[CH2:10]1)[CH:16]([CH3:18])[CH3:17])#[N:49]. The yield is 0.440. (4) The reactants are C([O:5][C:6]1[CH:36]=[CH:35][C:9]([O:10][CH2:11][CH2:12][N:13]2[C:21]3[CH:20]=[CH:19][N:18]=[C:17]([C:22]4[CH:27]=[CH:26][CH:25]=[C:24]([O:28][CH2:29][CH3:30])[CH:23]=4)[C:16]=3[CH:15]=[C:14]2[C:31]([O:33][CH3:34])=[O:32])=[CH:8][CH:7]=1)(C)(C)C. The catalyst is C(O)(C(F)(F)F)=O. The product is [CH2:29]([O:28][C:24]1[CH:23]=[C:22]([C:17]2[C:16]3[CH:15]=[C:14]([C:31]([O:33][CH3:34])=[O:32])[N:13]([CH2:12][CH2:11][O:10][C:9]4[CH:8]=[CH:7][C:6]([OH:5])=[CH:36][CH:35]=4)[C:21]=3[CH:20]=[CH:19][N:18]=2)[CH:27]=[CH:26][CH:25]=1)[CH3:30]. The yield is 0.800. (5) The reactants are [C:1]([O:5][C:6]([NH:8][CH2:9][C:10]1[CH:18]=[C:17]([C:19]2[CH:20]=[N:21][C:22]([C:25]([F:28])([F:27])[F:26])=[N:23][CH:24]=2)[CH:16]=[CH:15][C:11]=1[C:12](O)=[O:13])=[O:7])([CH3:4])([CH3:3])[CH3:2].CC[N:31](C(C)C)C(C)C.CN(C(ON1N=NC2C=CC=NC1=2)=[N+](C)C)C.F[P-](F)(F)(F)(F)F.[NH4+].[Cl-]. The catalyst is CN(C=O)C.C(OCC)(=O)C. The product is [C:12]([C:11]1[CH:15]=[CH:16][C:17]([C:19]2[CH:20]=[N:21][C:22]([C:25]([F:28])([F:26])[F:27])=[N:23][CH:24]=2)=[CH:18][C:10]=1[CH2:9][NH:8][C:6](=[O:7])[O:5][C:1]([CH3:3])([CH3:2])[CH3:4])(=[O:13])[NH2:31]. The yield is 1.00. (6) The reactants are Br[C:2]1[CH:3]=[C:4]([NH:10][C:11]2[CH:23]=[C:14]3[CH2:15][N:16]([C:19](=[O:22])[CH2:20][CH3:21])[CH2:17][CH2:18][N:13]3[N:12]=2)[C:5](=[O:9])[N:6]([CH3:8])[CH:7]=1.[C:24]([O:27][CH2:28][C:29]1[C:30]([N:38]2[CH2:49][CH2:48][N:47]3[C:40](=[CH:41][C:42]4[CH2:43][C:44]([CH3:51])([CH3:50])[CH2:45][C:46]=43)[C:39]2=[O:52])=[N:31][CH:32]=[CH:33][C:34]=1B(O)O)(=[O:26])[CH3:25].[O-]P([O-])([O-])=O.[K+].[K+].[K+].C([O-])(=O)C.[Na+]. The catalyst is O.C1C=CC(P(C2C=CC=CC=2)[C-]2C=CC=C2)=CC=1.C1C=CC(P(C2C=CC=CC=2)[C-]2C=CC=C2)=CC=1.Cl[Pd]Cl.[Fe+2].C(#N)C. The product is [C:24]([O:27][CH2:28][C:29]1[C:30]([N:38]2[CH2:49][CH2:48][N:47]3[C:40](=[CH:41][C:42]4[CH2:43][C:44]([CH3:51])([CH3:50])[CH2:45][C:46]=43)[C:39]2=[O:52])=[N:31][CH:32]=[CH:33][C:34]=1[C:2]1[CH:3]=[C:4]([NH:10][C:11]2[CH:23]=[C:14]3[CH2:15][N:16]([C:19](=[O:22])[CH2:20][CH3:21])[CH2:17][CH2:18][N:13]3[N:12]=2)[C:5](=[O:9])[N:6]([CH3:8])[CH:7]=1)(=[O:26])[CH3:25]. The yield is 0.290. (7) The reactants are [CH3:1][O:2][CH2:3][C:4]1[N:9]=[C:8]([CH2:10]O)[CH:7]=[CH:6][CH:5]=1.C1(P(C2C=CC=CC=2)C2C=CC=CC=2)C=CC=CC=1.C(Br)(Br)(Br)[Br:32]. The catalyst is ClCCl. The product is [Br:32][CH2:10][C:8]1[CH:7]=[CH:6][CH:5]=[C:4]([CH2:3][O:2][CH3:1])[N:9]=1. The yield is 0.990. (8) The reactants are [Cl:1][C:2]1[CH:7]=[CH:6][C:5]([NH:8][C:9]([NH:11][C:12]2[CH:13]=[C:14]([CH:25]=[CH:26][CH:27]=2)[O:15][C:16]2[CH:21]=[CH:20][N:19]=[C:18]([C:22](O)=[O:23])[CH:17]=2)=[O:10])=[CH:4][C:3]=1[C:28]([F:31])([F:30])[F:29].[CH3:32][N:33]([CH3:35])[NH2:34].C1C=CC2N(O)N=NC=2C=1.CCN=C=NCCCN(C)C.Cl.CN1[C@@H]2CC3C=CC(OC)=C4O[C@H]5[C@@H](O)C=C[C@@H]2[C@]5(C=34)CC1. The catalyst is CN(C=O)C. The product is [Cl:1][C:2]1[CH:7]=[CH:6][C:5]([NH:8][C:9]([NH:11][C:12]2[CH:27]=[CH:26][CH:25]=[C:14]([O:15][C:16]3[CH:21]=[CH:20][N:19]=[C:18]([C:22]([NH:34][N:33]([CH3:35])[CH3:32])=[O:23])[CH:17]=3)[CH:13]=2)=[O:10])=[CH:4][C:3]=1[C:28]([F:30])([F:31])[F:29]. The yield is 0.755.